From a dataset of Forward reaction prediction with 1.9M reactions from USPTO patents (1976-2016). Predict the product of the given reaction. Given the reactants [CH3:1][C:2]1[CH:11]=[CH:10][C:5]([C:6]([O:8][CH3:9])=[O:7])=[CH:4][C:3]=1[N+:12]([O-:14])=[O:13].[CH3:15][N:16]([CH:18](OC)OC)[CH3:17], predict the reaction product. The product is: [CH3:15][N:16]([CH3:18])[CH:17]=[CH:1][C:2]1[CH:11]=[CH:10][C:5]([C:6]([O:8][CH3:9])=[O:7])=[CH:4][C:3]=1[N+:12]([O-:14])=[O:13].